This data is from Full USPTO retrosynthesis dataset with 1.9M reactions from patents (1976-2016). The task is: Predict the reactants needed to synthesize the given product. (1) Given the product [Cl:16][C:10]1[CH:9]=[CH:8][C:7]2[N:6]=[C:3]([CH3:4])[CH:2]=[CH:1][C:15]=2[C:11]=1[C:12]([OH:14])=[O:13], predict the reactants needed to synthesize it. The reactants are: [CH:1](=O)/[CH:2]=[CH:3]/[CH3:4].[NH2:6][C:7]1[CH:8]=[CH:9][C:10]([Cl:16])=[C:11]([CH:15]=1)[C:12]([OH:14])=[O:13].[N+](C1C=CC=CC=1S([O-])(=O)=O)([O-])=O.[Na+].Cl. (2) Given the product [NH2:13][C:14]1[C:23]2[CH:22]=[N:21][C:20]([NH:24][C@H:25]3[CH2:26][CH2:27][C@H:28]([OH:31])[CH2:29][CH2:30]3)=[N:19][C:18]=2[N:17]([CH:32]2[CH2:36][CH2:35][CH2:34][CH2:33]2)[C:16](=[O:37])[CH:15]=1, predict the reactants needed to synthesize it. The reactants are: Cl(O)(=O)(=O)=O.COC1C=CC(C[N:13](CC2C=CC(OC)=CC=2)[C:14]2[C:23]3[CH:22]=[N:21][C:20]([NH:24][CH:25]4[CH2:30][CH2:29][CH:28]([OH:31])[CH2:27][CH2:26]4)=[N:19][C:18]=3[N:17]([CH:32]3[CH2:36][CH2:35][CH2:34][CH2:33]3)[C:16](=[O:37])[CH:15]=2)=CC=1. (3) Given the product [Br:1][C:2]1[CH:3]=[C:4]([CH:5]=[C:6]([C:8]([F:9])([F:10])[F:11])[CH:7]=1)[CH:12]=[O:13], predict the reactants needed to synthesize it. The reactants are: [Br:1][C:2]1[CH:3]=[C:4]([CH2:12][OH:13])[CH:5]=[C:6]([C:8]([F:11])([F:10])[F:9])[CH:7]=1.CC(OI1(OC(C)=O)(OC(C)=O)OC(=O)C2C=CC=CC1=2)=O.[OH-].[Na+]. (4) The reactants are: [Cl:1][C:2]1[CH:8]=[CH:7][C:5]([NH2:6])=[C:4]([I:9])[CH:3]=1.[CH:10]1[CH:15]=[CH:14][C:13]([CH:16](Br)[C:17]2[CH:22]=[CH:21][CH:20]=[CH:19][CH:18]=2)=[CH:12][CH:11]=1.CCN(C(C)C)C(C)C. Given the product [CH:16]([NH:6][C:5]1[CH:7]=[CH:8][C:2]([Cl:1])=[CH:3][C:4]=1[I:9])([C:13]1[CH:14]=[CH:15][CH:10]=[CH:11][CH:12]=1)[C:17]1[CH:22]=[CH:21][CH:20]=[CH:19][CH:18]=1, predict the reactants needed to synthesize it.